This data is from Forward reaction prediction with 1.9M reactions from USPTO patents (1976-2016). The task is: Predict the product of the given reaction. (1) Given the reactants [CH2:1]([O:17]CC1C=CC=CC=1)[CH2:2][CH2:3][CH2:4][CH2:5][CH2:6][CH2:7][CH2:8][CH2:9][CH2:10][CH2:11][CH2:12][CH2:13][CH2:14][CH:15]=[CH2:16].B(Cl)(Cl)Cl, predict the reaction product. The product is: [CH2:1]([OH:17])[CH2:2][CH2:3][CH2:4][CH2:5][CH2:6][CH2:7][CH2:8][CH2:9][CH2:10][CH2:11][CH2:12][CH2:13][CH2:14][CH:15]=[CH2:16]. (2) The product is: [CH3:1][O:2][C:3]1[C:12]2[C:11](=[O:13])[N:10]([CH2:14][C:15]([NH:29][C@H:27]([C:24]3[CH:23]=[CH:22][C:21]([O:20][C:19]([F:18])([F:30])[F:31])=[CH:26][CH:25]=3)[CH3:28])=[O:17])[N:9]=[N:8][C:7]=2[CH:6]=[CH:5][CH:4]=1. Given the reactants [CH3:1][O:2][C:3]1[C:12]2[C:11](=[O:13])[N:10]([CH2:14][C:15]([OH:17])=O)[N:9]=[N:8][C:7]=2[CH:6]=[CH:5][CH:4]=1.[F:18][C:19]([F:31])([F:30])[O:20][C:21]1[CH:26]=[CH:25][C:24]([C@@H:27]([NH2:29])[CH3:28])=[CH:23][CH:22]=1, predict the reaction product. (3) The product is: [N:2]1[CH:7]=[CH:6][CH:5]=[CH:4][C:3]=1[N:8]([CH2:32][CH2:33][C:34]([O:36][CH3:37])=[O:35])[C:9]([C:11]1[CH:31]=[CH:30][C:14]2[N:15]([CH3:29])[C:16]([CH2:18][NH:19][C:20]3[CH:25]=[CH:24][C:23]([C:26](=[NH:27])[NH:28][C:38](=[O:45])[C:39]4[CH:44]=[CH:43][CH:42]=[N:41][CH:40]=4)=[CH:22][CH:21]=3)=[N:17][C:13]=2[CH:12]=1)=[O:10]. Given the reactants Cl.[N:2]1[CH:7]=[CH:6][CH:5]=[CH:4][C:3]=1[N:8]([CH2:32][CH2:33][C:34]([O:36][CH3:37])=[O:35])[C:9]([C:11]1[CH:31]=[CH:30][C:14]2[N:15]([CH3:29])[C:16]([CH2:18][NH:19][C:20]3[CH:25]=[CH:24][C:23]([C:26](=[NH:28])[NH2:27])=[CH:22][CH:21]=3)=[N:17][C:13]=2[CH:12]=1)=[O:10].[C:38](Cl)(=[O:45])[C:39]1[CH:44]=[CH:43][CH:42]=[N:41][CH:40]=1, predict the reaction product. (4) Given the reactants [F:1][C:2]1[CH:7]=[CH:6][C:5]([C:8]2([C:22]3[CH:27]=[CH:26][C:25]([F:28])=[CH:24][CH:23]=3)[CH2:12][CH2:11][N:10]([CH2:13][CH2:14][N:15]3[CH2:20][CH2:19][NH:18][CH2:17][CH2:16]3)[C:9]2=[O:21])=[CH:4][CH:3]=1.[CH3:29][O:30][C:31]1[CH:32]=[C:33]([CH:36]=[C:37]([O:39][CH3:40])[CH:38]=1)[CH:34]=O.C(O)(=O)C, predict the reaction product. The product is: [CH3:40][O:39][C:37]1[CH:36]=[C:33]([CH:32]=[C:31]([O:30][CH3:29])[CH:38]=1)[CH2:34][N:18]1[CH2:19][CH2:20][N:15]([CH2:14][CH2:13][N:10]2[CH2:11][CH2:12][C:8]([C:5]3[CH:6]=[CH:7][C:2]([F:1])=[CH:3][CH:4]=3)([C:22]3[CH:23]=[CH:24][C:25]([F:28])=[CH:26][CH:27]=3)[C:9]2=[O:21])[CH2:16][CH2:17]1.